From a dataset of Forward reaction prediction with 1.9M reactions from USPTO patents (1976-2016). Predict the product of the given reaction. (1) Given the reactants [CH2:1]([O:8][C:9]([N:11]1[CH2:16][C@H:15]([O:17][CH2:18][C:19]2[CH:20]=[CH:21][C:22]3[O:27][CH2:26][CH2:25][N:24]([CH2:28][CH2:29][CH2:30][O:31][CH3:32])[C:23]=3[CH:33]=2)[C@@H:14]([C:34]2[CH:39]=[CH:38][C:37]([CH2:40][O:41][CH2:42][C@@H:43]([CH3:47])[CH2:44][O:45][CH3:46])=[CH:36][CH:35]=2)[C@H:13]([CH2:48][OH:49])[CH2:12]1)=[O:10])[C:2]1[CH:7]=[CH:6][CH:5]=[CH:4][CH:3]=1.[C:50](Cl)(=[O:52])[CH3:51], predict the reaction product. The product is: [CH2:1]([O:8][C:9]([N:11]1[CH2:16][C@H:15]([O:17][CH2:18][C:19]2[CH:20]=[CH:21][C:22]3[O:27][CH2:26][CH2:25][N:24]([CH2:28][CH2:29][CH2:30][O:31][CH3:32])[C:23]=3[CH:33]=2)[C@@H:14]([C:34]2[CH:39]=[CH:38][C:37]([CH2:40][O:41][CH2:42][C@@H:43]([CH3:47])[CH2:44][O:45][CH3:46])=[CH:36][CH:35]=2)[C@H:13]([CH2:48][O:49][C:50](=[O:52])[CH3:51])[CH2:12]1)=[O:10])[C:2]1[CH:7]=[CH:6][CH:5]=[CH:4][CH:3]=1. (2) The product is: [Br:1][C:2]1[C:3]2[C:7]([CH:8]=[CH:9][CH:10]=1)=[N:6][N:5]([CH2:12][C:13]1[CH:18]=[CH:17][C:16]([F:19])=[C:15]([F:20])[CH:14]=1)[CH:4]=2. Given the reactants [Br:1][C:2]1[CH:10]=[CH:9][CH:8]=[C:7]2[C:3]=1[CH:4]=[N:5][NH:6]2.Br[CH2:12][C:13]1[CH:18]=[CH:17][C:16]([F:19])=[C:15]([F:20])[CH:14]=1, predict the reaction product. (3) Given the reactants [CH3:1][O:2][C:3]1[C:4]([NH2:21])=[CH:5][C:6]2[CH:12]([CH3:13])[CH2:11][N:10]([C:14](=[O:19])[C:15]([F:18])([F:17])[F:16])[CH2:9][CH2:8][C:7]=2[N:20]=1.[CH:22](=O)[CH3:23], predict the reaction product. The product is: [CH2:22]([NH:21][C:4]1[C:3]([O:2][CH3:1])=[N:20][C:7]2[CH2:8][CH2:9][N:10]([C:14](=[O:19])[C:15]([F:18])([F:16])[F:17])[CH2:11][CH:12]([CH3:13])[C:6]=2[CH:5]=1)[CH3:23].